This data is from Full USPTO retrosynthesis dataset with 1.9M reactions from patents (1976-2016). The task is: Predict the reactants needed to synthesize the given product. (1) Given the product [NH2:27][C:22]1[CH:23]=[N:24][CH:25]=[CH:26][C:21]=1[C@@H:10]1[O:9][C@H:8]([CH2:28][CH3:29])[C@H:7]([C:32]#[N:33])[C@H:12]([O:13][Si:14]([C:17]([CH3:20])([CH3:19])[CH3:18])([CH3:15])[CH3:16])[CH2:11]1, predict the reactants needed to synthesize it. The reactants are: FC(F)(F)S(O[C@H:7]1[C@H:12]([O:13][Si:14]([C:17]([CH3:20])([CH3:19])[CH3:18])([CH3:16])[CH3:15])[CH2:11][C@H:10]([C:21]2[CH:26]=[CH:25][N:24]=[CH:23][C:22]=2[NH2:27])[O:9][C@@H:8]1[CH2:28][CH3:29])(=O)=O.[C-:32]#[N:33].[Na+]. (2) Given the product [CH3:4][N:5]1[CH2:6][CH2:7][CH:8]([NH:11][CH2:12][CH2:17][C:16]2[CH:2]=[CH:1][CH:13]=[C:14]([Cl:18])[C:15]=2[F:24])[CH2:9][CH2:10]1, predict the reactants needed to synthesize it. The reactants are: [CH:1](=O)[CH3:2].[CH3:4][N:5]1[CH2:10][CH2:9][CH:8]([NH:11][C:12]2[CH:17]=[CH:16][CH:15]=[C:14]([Cl:18])[C:13]=2F)[CH2:7][CH2:6]1.C([BH3-])#N.[Na+].[F:24]C(F)(F)C(O)=O.